This data is from Reaction yield outcomes from USPTO patents with 853,638 reactions. The task is: Predict the reaction yield, written as a fraction of the theoretical maximum amount of product (1.0 means a 100% yield; for example, 0.34 means a 34% yield). (1) The reactants are [F:1][C:2]([Si](C)(C)C)([F:7])[C:3]([F:6])([F:5])[F:4].[CH2:12]([O:19][C:20]([CH:22]1[CH2:27][CH2:26][CH:25]([CH2:28]OS(C(F)(F)F)(=O)=O)[CH2:24][CH2:23]1)=[O:21])[C:13]1[CH:18]=[CH:17][CH:16]=[CH:15][CH:14]=1.[F-].C[N+](C)(C)C.O. The catalyst is COCCOC. The product is [CH2:12]([O:19][C:20]([CH:22]1[CH2:27][CH2:26][CH:25]([CH2:28][C:2]([F:7])([F:1])[C:3]([F:6])([F:5])[F:4])[CH2:24][CH2:23]1)=[O:21])[C:13]1[CH:18]=[CH:17][CH:16]=[CH:15][CH:14]=1. The yield is 0.180. (2) The reactants are [F:1][C:2]([F:7])([F:6])[C:3]([OH:5])=[O:4].[CH2:8]([N:15](C)[CH2:16][C:17](=[C:19]1[CH2:24][CH2:23][N:22]([C:25]2[C:34]([O:35][CH3:36])=[C:33]3[C:28]([C:29](=[O:43])[C:30]([C:40]([OH:42])=[O:41])=[CH:31][N:32]3[CH:37]3[CH2:39][CH2:38]3)=[CH:27][C:26]=2[F:44])[CH2:21][CH2:20]1)Cl)C1C=CC=CC=1. The catalyst is CO.C(O)=O.[Pd]. The product is [F:1][C:2]([F:7])([F:6])[C:3]([OH:5])=[O:4].[CH:37]1([N:32]2[C:33]3[C:28](=[CH:27][C:26]([F:44])=[C:25]([N:22]4[CH2:23][CH2:24][C:19](=[CH:17][CH2:16][NH:15][CH3:8])[CH2:20][CH2:21]4)[C:34]=3[O:35][CH3:36])[C:29](=[O:43])[C:30]([C:40]([OH:42])=[O:41])=[CH:31]2)[CH2:38][CH2:39]1. The yield is 0.150. (3) The reactants are [F:1][C:2]1([F:39])[O:6][C:5]2[CH:7]=[CH:8][C:9]([C:11]3([C:14]([NH:16][C@H:17]4[C:26]5[C:21](=[CH:22][C:23]([O:27][CH3:28])=[CH:24][CH:25]=5)[O:20][C@@H:19]([C:29]5[CH:38]=[CH:37][C:32]([C:33]([O:35]C)=[O:34])=[CH:31][CH:30]=5)[CH2:18]4)=[O:15])[CH2:13][CH2:12]3)=[CH:10][C:4]=2[O:3]1.[OH-].[Na+]. The catalyst is C(O)C.O1CCCC1. The product is [F:39][C:2]1([F:1])[O:6][C:5]2[CH:7]=[CH:8][C:9]([C:11]3([C:14]([NH:16][C@H:17]4[C:26]5[C:21](=[CH:22][C:23]([O:27][CH3:28])=[CH:24][CH:25]=5)[O:20][C@@H:19]([C:29]5[CH:30]=[CH:31][C:32]([C:33]([OH:35])=[O:34])=[CH:37][CH:38]=5)[CH2:18]4)=[O:15])[CH2:12][CH2:13]3)=[CH:10][C:4]=2[O:3]1. The yield is 0.820. (4) The reactants are [Cl:1][C:2]1[CH:3]=[C:4](B(O)O)[C:5]([F:8])=[N:6][CH:7]=1.Cl[C:13]1[N:18]=[C:17]([CH3:19])[N:16]=[C:15]([N:20]([CH2:30][C:31]2[CH:36]=[CH:35][C:34]([O:37][CH3:38])=[CH:33][CH:32]=2)[CH2:21][C:22]2[CH:27]=[CH:26][C:25]([O:28][CH3:29])=[CH:24][CH:23]=2)[N:14]=1.C([O-])(=O)C.[K+]. The catalyst is C(O)C.O.CC(P(C(C)(C)C)C1C=CC(N(C)C)=CC=1)(C)C.CC(P(C(C)(C)C)C1C=CC(N(C)C)=CC=1)(C)C.Cl[Pd]Cl. The product is [Cl:1][C:2]1[CH:3]=[C:4]([C:13]2[N:18]=[C:17]([CH3:19])[N:16]=[C:15]([N:20]([CH2:21][C:22]3[CH:23]=[CH:24][C:25]([O:28][CH3:29])=[CH:26][CH:27]=3)[CH2:30][C:31]3[CH:32]=[CH:33][C:34]([O:37][CH3:38])=[CH:35][CH:36]=3)[N:14]=2)[C:5]([F:8])=[N:6][CH:7]=1. The yield is 0.554. (5) The reactants are O(S(C(F)(F)F)(=O)=O)S(C(F)(F)F)(=O)=O.[CH2:16]([O:23][N:24]1[C:30](=[O:31])[N:29]2[CH2:32][C@H:25]1[CH2:26][CH2:27][C@H:28]2[C:33]([NH:35][NH:36][C:37](=O)[CH2:38][CH2:39][NH:40][C:41](=[O:47])[O:42][C:43]([CH3:46])([CH3:45])[CH3:44])=[O:34])[C:17]1[CH:22]=[CH:21][CH:20]=[CH:19][CH:18]=1.N1C=CC=CC=1.C([O-])(O)=O.[Na+]. The catalyst is C(Cl)Cl. The product is [CH2:16]([O:23][N:24]1[C:30](=[O:31])[N:29]2[CH2:32][C@H:25]1[CH2:26][CH2:27][C@H:28]2[C:33]1[O:34][C:37]([CH2:38][CH2:39][NH:40][C:41](=[O:47])[O:42][C:43]([CH3:46])([CH3:44])[CH3:45])=[N:36][N:35]=1)[C:17]1[CH:22]=[CH:21][CH:20]=[CH:19][CH:18]=1. The yield is 0.420. (6) The reactants are [NH:1]1[C:9]2[C:4](=[CH:5][CH:6]=[CH:7][CH:8]=2)[CH2:3][C:2]1=[O:10].[C:11](Cl)(=[O:13])[CH3:12].O. The catalyst is ClCCCl. The product is [C:11]([C:6]1[CH:5]=[C:4]2[C:9](=[CH:8][CH:7]=1)[NH:1][C:2](=[O:10])[CH2:3]2)(=[O:13])[CH3:12]. The yield is 0.730. (7) The reactants are [NH2:1][N:2]1[C:7](=[O:8])[C:6]([C:9]2[NH:14][C:13]3[CH:15]=[CH:16][CH:17]=[CH:18][C:12]=3[S:11](=[O:20])(=[O:19])[N:10]=2)=[C:5]([OH:21])[C:4]2[S:22][CH:23]=[CH:24][C:3]1=2.[S:25]1[CH:29]=[CH:28][C:27]([CH:30]=O)=[CH:26]1. The catalyst is CN(C)C(=O)C. The product is [O:19]=[S:11]1(=[O:20])[C:12]2[CH:18]=[CH:17][CH:16]=[CH:15][C:13]=2[NH:14][C:9]([C:6]2[C:7](=[O:8])[N:2]([N:1]=[CH:30][C:27]3[CH:28]=[CH:29][S:25][CH:26]=3)[C:3]3[CH:24]=[CH:23][S:22][C:4]=3[C:5]=2[OH:21])=[N:10]1. The yield is 0.630. (8) The catalyst is C(O)C.[Pd]. The yield is 0.960. The reactants are [N+:1]([C:4]1[CH:26]=[CH:25][CH:24]=[CH:23][C:5]=1[NH:6][C:7]([O:9][CH2:10][CH:11]1[CH2:16][CH2:15][N:14]([C:17]2[CH:22]=[CH:21][N:20]=[CH:19][CH:18]=2)[CH2:13][CH2:12]1)=[O:8])([O-])=O. The product is [N:20]1[CH:21]=[CH:22][C:17]([N:14]2[CH2:13][CH2:12][CH:11]([CH2:10][O:9][C:7]([NH:6][C:5]3[C:4]([NH2:1])=[CH:26][CH:25]=[CH:24][CH:23]=3)=[O:8])[CH2:16][CH2:15]2)=[CH:18][CH:19]=1.